From a dataset of Forward reaction prediction with 1.9M reactions from USPTO patents (1976-2016). Predict the product of the given reaction. (1) Given the reactants [OH:1][C:2]1[CH:3]=[C:4]([CH:8]([NH:15][CH3:16])[CH2:9][C:10]([O:12][CH2:13][CH3:14])=[O:11])[CH:5]=[CH:6][CH:7]=1.[C:25](O[C:25]([O:27][C:28]([CH3:31])([CH3:30])[CH3:29])=[O:26])([O:27][C:28]([CH3:31])([CH3:30])[CH3:29])=[O:26], predict the reaction product. The product is: [C:28]([O:27][C:25]([N:15]([CH:8]([C:4]1[CH:5]=[CH:6][CH:7]=[C:2]([OH:1])[CH:3]=1)[CH2:9][C:10]([O:12][CH2:13][CH3:14])=[O:11])[CH3:16])=[O:26])([CH3:29])([CH3:30])[CH3:31]. (2) Given the reactants C(OC(=O)[NH:5][C:6]1[N:20]([CH2:21][C:22]2[CH:27]=[CH:26][C:25]([O:28][CH2:29][C:30]3[CH:31]=[N:32][C:33]([O:36][CH3:37])=[CH:34][CH:35]=3)=[C:24]([O:38][CH3:39])[CH:23]=2)[C:9]2=[N:10][CH:11]=[C:12]([C:14]3[CH:19]=[CH:18][CH:17]=[CH:16][CH:15]=3)[CH:13]=[C:8]2[N:7]=1)C.[OH-].[K+], predict the reaction product. The product is: [CH3:39][O:38][C:24]1[CH:23]=[C:22]([CH:27]=[CH:26][C:25]=1[O:28][CH2:29][C:30]1[CH:31]=[N:32][C:33]([O:36][CH3:37])=[CH:34][CH:35]=1)[CH2:21][N:20]1[C:9]2=[N:10][CH:11]=[C:12]([C:14]3[CH:15]=[CH:16][CH:17]=[CH:18][CH:19]=3)[CH:13]=[C:8]2[N:7]=[C:6]1[NH2:5]. (3) Given the reactants [CH:1]1[C:13]2[N:12]([C:14]3[CH:19]=[CH:18][C:17]([C:20]4[NH:21][C:22]5[C:23]([N:35]=4)=[CH:24][C:25]4[S:26][C:27]6[C:32]([C:33]=4[CH:34]=5)=[CH:31][CH:30]=[CH:29][CH:28]=6)=[CH:16][CH:15]=3)[C:11]3[C:6](=[CH:7][CH:8]=[CH:9][CH:10]=3)[C:5]=2[CH:4]=[CH:3][CH:2]=1.[H-].[Na+].Cl[C:39]1[N:44]=[C:43]([C:45]2[CH:50]=[CH:49][CH:48]=[CH:47][CH:46]=2)N=[C:41]([C:51]2[CH:56]=[CH:55][CH:54]=[CH:53][CH:52]=2)[N:40]=1.[CH3:57]N(C)C=O, predict the reaction product. The product is: [CH:1]1[C:13]2[N:12]([C:14]3[CH:15]=[CH:16][C:17]([C:20]4[N:21]([C:39]5[N:44]=[C:43]([C:45]6[CH:50]=[CH:49][CH:48]=[CH:47][CH:46]=6)[CH:57]=[C:41]([C:51]6[CH:56]=[CH:55][CH:54]=[CH:53][CH:52]=6)[N:40]=5)[C:22]5[C:23]([N:35]=4)=[CH:24][C:25]4[S:26][C:27]6[C:32]([C:33]=4[CH:34]=5)=[CH:31][CH:30]=[CH:29][CH:28]=6)=[CH:18][CH:19]=3)[C:11]3[C:6](=[CH:7][CH:8]=[CH:9][CH:10]=3)[C:5]=2[CH:4]=[CH:3][CH:2]=1. (4) Given the reactants [I:1][C:2]1[C:3](=[O:21])[C:4]2[C:9]([O:10][C:11]=1[C:12]1[CH:17]=[CH:16][CH:15]=[CH:14][CH:13]=1)=[C:8]1[NH:18][N:19]=[CH:20][C:7]1=[CH:6][CH:5]=2.C(=O)([O-])[O-].[Cs+].[Cs+].I[CH2:29][CH3:30], predict the reaction product. The product is: [CH2:29]([N:18]1[C:8]2=[C:9]3[C:4](=[CH:5][CH:6]=[C:7]2[CH:20]=[N:19]1)[C:3](=[O:21])[C:2]([I:1])=[C:11]([C:12]1[CH:17]=[CH:16][CH:15]=[CH:14][CH:13]=1)[O:10]3)[CH3:30]. (5) The product is: [Cl:1][C:2]1[CH:3]=[CH:4][C:5]([CH:8]2[C:15]3[C:14]([CH3:16])=[N:13][N:12]([C:17]4[N:21]([CH3:22])[N:20]=[CH:19][CH:18]=4)[C:11]=3[C:10](=[O:23])[NH:9]2)=[CH:6][CH:7]=1. Given the reactants [Cl:1][C:2]1[CH:7]=[CH:6][C:5]([CH:8]2[C:15]3[C:14]([CH3:16])=[N:13][N:12]([C:17]4[N:21]([CH3:22])[N:20]=[CH:19][CH:18]=4)[C:11]=3[C:10](=[O:23])[N:9]2CC2C=CC(OC)=CC=2)=[CH:4][CH:3]=1, predict the reaction product. (6) Given the reactants [C:1]([O:5][C:6]([N:8]1[CH2:25][CH2:24][N:11]2[C:12](=[O:23])[C:13]3[C:18]([C:10]2=[C:9]1[CH3:26])=[CH:17][CH:16]=[CH:15][C:14]=3[C:19]([F:22])([F:21])[F:20])=[O:7])([CH3:4])([CH3:3])[CH3:2], predict the reaction product. The product is: [C:1]([O:5][C:6]([N:8]1[CH2:25][CH2:24][N:11]2[C:12](=[O:23])[C:13]3[C:18]([CH:10]2[CH:9]1[CH3:26])=[CH:17][CH:16]=[CH:15][C:14]=3[C:19]([F:21])([F:20])[F:22])=[O:7])([CH3:4])([CH3:2])[CH3:3]. (7) Given the reactants C([O:5][C:6](=[O:28])[C:7]1[C:12]([NH:13][C:14]2[CH:19]=[CH:18][C:17]([Br:20])=[CH:16][C:15]=2[Cl:21])=[C:11]([Cl:22])[C:10]([NH:23][CH2:24][C:25](=O)[CH3:26])=[N:9][CH:8]=1)(C)(C)C.OS(O)(=O)=O.O.[OH-].[Na+], predict the reaction product. The product is: [Br:20][C:17]1[CH:18]=[CH:19][C:14]([NH:13][C:12]2[C:7]([C:6]([OH:5])=[O:28])=[CH:8][N:9]3[C:25]([CH3:26])=[CH:24][N:23]=[C:10]3[C:11]=2[Cl:22])=[C:15]([Cl:21])[CH:16]=1. (8) The product is: [Cl:18][C:2]1[C:11]2[C:6](=[CH:7][C:8]([C:12]([OH:14])=[O:13])=[CH:9][CH:10]=2)[N:5]=[CH:4][N:3]=1. Given the reactants O=[C:2]1[C:11]2[C:6](=[CH:7][C:8]([C:12]([OH:14])=[O:13])=[CH:9][CH:10]=2)[N:5]=[CH:4][NH:3]1.C(Cl)(=O)C([Cl:18])=O.CN(C=O)C, predict the reaction product. (9) Given the reactants [CH2:1]([O:8][C:9]1[CH:14]=[CH:13][N:12]([CH2:15][C:16]([O:18][C:19]([CH3:22])([CH3:21])[CH3:20])=[O:17])[C:11](=[O:23])[CH:10]=1)[C:2]1[CH:7]=[CH:6][CH:5]=[CH:4][CH:3]=1.[CH2:24](Br)[C:25]1[CH:30]=[CH:29][CH:28]=[CH:27][CH:26]=1.C[Si](C)(C)[N-][Si](C)(C)C.[Li+].[Cl-].[NH4+], predict the reaction product. The product is: [CH2:1]([O:8][C:9]1[CH:14]=[CH:13][N:12]([CH:15]([CH2:24][C:25]2[CH:30]=[CH:29][CH:28]=[CH:27][CH:26]=2)[C:16]([O:18][C:19]([CH3:20])([CH3:22])[CH3:21])=[O:17])[C:11](=[O:23])[CH:10]=1)[C:2]1[CH:3]=[CH:4][CH:5]=[CH:6][CH:7]=1. (10) The product is: [C:1]([C:3]1[C:4]([C:19]2[CH:24]=[CH:23][C:22]([O:25][CH3:26])=[CH:21][CH:20]=2)=[C:5]([C:14]([OH:16])=[O:15])[S:6][C:7]=1[N:8]1[CH2:13][CH2:12][O:11][CH2:10][CH2:9]1)#[N:2]. Given the reactants [C:1]([C:3]1[C:4]([C:19]2[CH:24]=[CH:23][C:22]([O:25][CH3:26])=[CH:21][CH:20]=2)=[C:5]([C:14]([O:16]CC)=[O:15])[S:6][C:7]=1[N:8]1[CH2:13][CH2:12][O:11][CH2:10][CH2:9]1)#[N:2].[OH-].[Na+], predict the reaction product.